Dataset: Catalyst prediction with 721,799 reactions and 888 catalyst types from USPTO. Task: Predict which catalyst facilitates the given reaction. (1) Reactant: [CH2:1]([N:4]([CH2:25][CH2:26][CH3:27])[C:5]([C:7]1[N:8]([CH2:18][C:19]2[CH:24]=[CH:23][CH:22]=[CH:21][CH:20]=2)[C:9]2[C:14]([CH:15]=1)=[CH:13][C:12]([O:16][CH3:17])=[CH:11][CH:10]=2)=[O:6])[CH2:2][CH3:3].[Mg]. Product: [CH2:25]([N:4]([CH2:1][CH2:2][CH3:3])[C:5]([CH:7]1[CH2:15][C:14]2[C:9](=[CH:10][CH:11]=[C:12]([O:16][CH3:17])[CH:13]=2)[N:8]1[CH2:18][C:19]1[CH:24]=[CH:23][CH:22]=[CH:21][CH:20]=1)=[O:6])[CH2:26][CH3:27]. The catalyst class is: 125. (2) Reactant: [F:1][C:2]1[CH:3]=[C:4]2[C:8](=[CH:9][CH:10]=1)[NH:7][CH:6]=[C:5]2[CH2:11][CH:12]1[CH2:17][CH2:16][N:15]([C:18]([O:20][C:21]([CH3:24])([CH3:23])[CH3:22])=[O:19])[CH2:14][CH2:13]1.[H-].[Na+].[C:27]1([S:33](Cl)(=[O:35])=[O:34])[CH:32]=[CH:31][CH:30]=[CH:29][CH:28]=1. Product: [F:1][C:2]1[CH:3]=[C:4]2[C:8](=[CH:9][CH:10]=1)[N:7]([S:33]([C:27]1[CH:32]=[CH:31][CH:30]=[CH:29][CH:28]=1)(=[O:35])=[O:34])[CH:6]=[C:5]2[CH2:11][CH:12]1[CH2:13][CH2:14][N:15]([C:18]([O:20][C:21]([CH3:24])([CH3:23])[CH3:22])=[O:19])[CH2:16][CH2:17]1. The catalyst class is: 7.